The task is: Predict the reactants needed to synthesize the given product.. This data is from Full USPTO retrosynthesis dataset with 1.9M reactions from patents (1976-2016). (1) Given the product [CH:1]1([CH2:6][CH:7]([C:12]2[CH:17]=[CH:16][C:15]([S:18]([CH3:21])(=[O:20])=[O:19])=[CH:14][CH:13]=2)[C:8](=[O:11])[CH2:9][CH2:10][C:27]([C:23]2[S:22][CH:26]=[CH:25][N:24]=2)=[O:28])[CH2:5][CH2:4][CH2:3][CH2:2]1, predict the reactants needed to synthesize it. The reactants are: [CH:1]1([CH2:6][CH:7]([C:12]2[CH:17]=[CH:16][C:15]([S:18]([CH3:21])(=[O:20])=[O:19])=[CH:14][CH:13]=2)[C:8](=[O:11])[CH:9]=[CH2:10])[CH2:5][CH2:4][CH2:3][CH2:2]1.[S:22]1[CH:26]=[CH:25][N:24]=[C:23]1[CH:27]=[O:28].C(N(CC)CC)C. (2) Given the product [Cl:58][C:59]1[CH:60]=[C:61]([CH:64]=[CH:65][CH:66]=1)[CH2:62][NH:63][C:27]([C:26]1[CH:30]=[CH:31][C:32]([CH3:33])=[C:24]([NH:23][C:21]([C:15]2[C:16](=[O:20])[NH:17][C:18]3[C:13]([CH:14]=2)=[CH:12][CH:11]=[C:10]([O:9][CH3:8])[N:19]=3)=[O:22])[CH:25]=1)=[O:28], predict the reactants needed to synthesize it. The reactants are: C(N(CC)CC)C.[CH3:8][O:9][C:10]1[N:19]=[C:18]2[C:13]([CH:14]=[C:15]([C:21]([NH:23][C:24]3[CH:25]=[C:26]([CH:30]=[CH:31][C:32]=3[CH3:33])[C:27](O)=[O:28])=[O:22])[C:16](=[O:20])[NH:17]2)=[CH:12][CH:11]=1.CN(C(ON1N=NC2C=CC=NC1=2)=[N+](C)C)C.F[P-](F)(F)(F)(F)F.[Cl:58][C:59]1[CH:60]=[C:61]([CH:64]=[CH:65][CH:66]=1)[CH2:62][NH2:63]. (3) The reactants are: [N:1]1[CH:6]=[CH:5][C:4]([C:7](=O)[CH2:8][C:9]([O:11]CC)=O)=[CH:3][CH:2]=1.Cl.[CH3:16][C:17]1([CH3:24])[CH2:22][NH:21][C:20]([NH2:23])=[N:19][CH2:18]1.C(=O)([O-])[O-].[K+].[K+]. Given the product [CH3:16][C:17]1([CH3:24])[CH2:22][N:21]2[C:9](=[O:11])[CH:8]=[C:7]([C:4]3[CH:3]=[CH:2][N:1]=[CH:6][CH:5]=3)[N:23]=[C:20]2[NH:19][CH2:18]1, predict the reactants needed to synthesize it. (4) Given the product [CH3:1][O:2][C:3]1[CH:20]=[CH:19][C:6]([CH2:7][N:8]2[C:14](=[O:15])[CH2:13][NH:12][S:9]2(=[O:11])=[O:10])=[CH:5][CH:4]=1, predict the reactants needed to synthesize it. The reactants are: [CH3:1][O:2][C:3]1[CH:20]=[CH:19][C:6]([CH2:7][NH:8][S:9]([NH:12][CH2:13][C:14](OCC)=[O:15])(=[O:11])=[O:10])=[CH:5][CH:4]=1.C[O-].[Na+].Cl. (5) Given the product [Cl:12][C:13]([N:1]1[C:5]2[CH:6]=[CH:7][CH:8]=[CH:9][C:4]=2[N:3]=[CH:2]1)=[CH:14][Cl:15], predict the reactants needed to synthesize it. The reactants are: [N:1]1[C:5]2[CH:6]=[CH:7][CH:8]=[CH:9][C:4]=2[NH:3][CH:2]=1.[H-].[Na+].[Cl:12][CH:13]=[C:14](Cl)[Cl:15]. (6) The reactants are: Cl.Cl.[O:3]1[C:8]2=[CH:9][CH:10]=[CH:11][C:7]2=[CH:6][C:5]([CH:12]2[CH2:17][CH2:16][CH2:15][CH2:14][N:13]2[CH2:18][CH2:19][C@H:20]2[CH2:25][CH2:24][C@H:23]([NH2:26])[CH2:22][CH2:21]2)=[CH:4]1.[O:27]1[CH2:32][CH2:31][CH2:30][CH:29]([C:33](O)=[O:34])[CH2:28]1. Given the product [O:3]1[C:8]2=[CH:9][CH:10]=[CH:11][C:7]2=[CH:6][C:5]([CH:12]2[CH2:17][CH2:16][CH2:15][CH2:14][N:13]2[CH2:18][CH2:19][C@H:20]2[CH2:21][CH2:22][C@H:23]([NH:26][C:33]([CH:29]3[CH2:30][CH2:31][CH2:32][O:27][CH2:28]3)=[O:34])[CH2:24][CH2:25]2)=[CH:4]1, predict the reactants needed to synthesize it. (7) Given the product [F:34][C:35]1[CH:41]=[C:40]([S:42][C:43]2[CH:48]=[CH:47][C:46]([S:49][CH3:50])=[CH:45][CH:44]=2)[CH:39]=[CH:38][C:36]=1[NH:37][C:10](=[O:12])[C:9]([O:8][Si:1]([C:4]([CH3:7])([CH3:6])[CH3:5])([CH3:3])[CH3:2])([C:20]([F:23])([F:22])[F:21])[C:24]([F:26])([F:25])[F:27], predict the reactants needed to synthesize it. The reactants are: [Si:1]([O:8][C:9]([C:24]([F:27])([F:26])[F:25])([C:20]([F:23])([F:22])[F:21])[C:10]([O:12][Si](C(C)(C)C)(C)C)=O)([C:4]([CH3:7])([CH3:6])[CH3:5])([CH3:3])[CH3:2].C(Cl)(=O)C(Cl)=O.[F:34][C:35]1[CH:41]=[C:40]([S:42][C:43]2[CH:48]=[CH:47][C:46]([S:49][CH3:50])=[CH:45][CH:44]=2)[CH:39]=[CH:38][C:36]=1[NH2:37].